Dataset: Forward reaction prediction with 1.9M reactions from USPTO patents (1976-2016). Task: Predict the product of the given reaction. Given the reactants [F:1][CH:2]([F:25])[C:3]1[N:8]2[N:9]=[CH:10][C:11]([C:12](O)=[O:13])=[C:7]2[N:6]=[C:5]([C:15]2[CH:20]=[CH:19][C:18]([C:21]([F:24])([F:23])[F:22])=[CH:17][CH:16]=2)[CH:4]=1.O[NH:27][C:28]([C:30]1[S:31][C:32]([S:35](=[O:38])(=[O:37])[NH2:36])=[CH:33][CH:34]=1)=[NH:29], predict the reaction product. The product is: [F:25][CH:2]([F:1])[C:3]1[N:8]2[N:9]=[CH:10][C:11]([C:12]3[O:13][N:29]=[C:28]([C:30]4[S:31][C:32]([S:35]([NH2:36])(=[O:38])=[O:37])=[CH:33][CH:34]=4)[N:27]=3)=[C:7]2[N:6]=[C:5]([C:15]2[CH:20]=[CH:19][C:18]([C:21]([F:23])([F:22])[F:24])=[CH:17][CH:16]=2)[CH:4]=1.